From a dataset of Full USPTO retrosynthesis dataset with 1.9M reactions from patents (1976-2016). Predict the reactants needed to synthesize the given product. The reactants are: C([Sn](=O)CCCC)CCC.[CH2:11]([OH:17])[CH2:12][CH:13]([OH:16])[CH2:14][CH3:15].[C:18]1([CH3:38])[CH:23]=[CH:22][C:21]([S:24](O[S:24]([C:21]2[CH:22]=[CH:23][C:18]([CH3:38])=[CH:19][CH:20]=2)(=[O:26])=[O:25])(=[O:26])=[O:25])=[CH:20][CH:19]=1. Given the product [OH:16][CH:13]([CH2:14][CH3:15])[CH2:12][CH2:11][O:17][S:24]([C:21]1[CH:22]=[CH:23][C:18]([CH3:38])=[CH:19][CH:20]=1)(=[O:26])=[O:25], predict the reactants needed to synthesize it.